From a dataset of Peptide-MHC class I binding affinity with 185,985 pairs from IEDB/IMGT. Regression. Given a peptide amino acid sequence and an MHC pseudo amino acid sequence, predict their binding affinity value. This is MHC class I binding data. (1) The peptide sequence is MQSYNSVPI. The MHC is HLA-B15:03 with pseudo-sequence HLA-B15:03. The binding affinity (normalized) is 1.00. (2) The peptide sequence is HEFVDEFYAY. The MHC is HLA-B40:02 with pseudo-sequence HLA-B40:02. The binding affinity (normalized) is 0.464.